This data is from Full USPTO retrosynthesis dataset with 1.9M reactions from patents (1976-2016). The task is: Predict the reactants needed to synthesize the given product. (1) Given the product [Si:1]([O:8][C@@H:9]1[C@@H:14]([O:15][Si:16]([C:19]([CH3:21])([CH3:22])[CH3:20])([CH3:18])[CH3:17])[C@H:13]([CH3:23])[CH2:12][C@H:11]([C:24]2[CH:29]=[CH:28][N:27]=[CH:26][C:25]=2[NH2:30])[CH2:10]1)([C:4]([CH3:5])([CH3:6])[CH3:7])([CH3:3])[CH3:2].[Si:1]([O:8][C@H:9]1[C@H:14]([O:15][Si:16]([C:19]([CH3:21])([CH3:22])[CH3:20])([CH3:18])[CH3:17])[C@@H:13]([CH3:23])[CH2:12][C@@H:11]([C:24]2[CH:29]=[CH:28][N:27]=[CH:26][C:25]=2[NH2:30])[CH2:10]1)([C:4]([CH3:5])([CH3:6])[CH3:7])([CH3:3])[CH3:2], predict the reactants needed to synthesize it. The reactants are: [Si:1]([O:8][C@H:9]1[C@H:14]([O:15][Si:16]([C:19]([CH3:22])([CH3:21])[CH3:20])([CH3:18])[CH3:17])[C@@H:13]([CH3:23])[CH2:12][C:11]([C:24]2[CH:29]=[CH:28][N:27]=[CH:26][C:25]=2[N+:30]([O-])=O)=[CH:10]1)([C:4]([CH3:7])([CH3:6])[CH3:5])([CH3:3])[CH3:2].CC(O)C. (2) Given the product [Br:1][C:2]1[CH:11]=[CH:10][C:5]2[N:6]([C:22]3[N:27]=[C:26]([Cl:28])[N:25]=[C:24]([CH3:29])[N:23]=3)[C:7]([Cl:9])=[N:8][C:4]=2[CH:3]=1, predict the reactants needed to synthesize it. The reactants are: [Br:1][C:2]1[CH:11]=[CH:10][C:5]2[NH:6][C:7]([Cl:9])=[N:8][C:4]=2[CH:3]=1.BrC1C=CC2N=C(Cl)N([C:22]3[N:27]=[C:26]([Cl:28])[N:25]=[C:24]([CH3:29])[N:23]=3)C=2C=1.